From a dataset of KCNQ2 potassium channel screen with 302,405 compounds. Binary Classification. Given a drug SMILES string, predict its activity (active/inactive) in a high-throughput screening assay against a specified biological target. The drug is S=C(NCCCO)Nc1ccc(CC(OC)=O)cc1. The result is 0 (inactive).